This data is from Full USPTO retrosynthesis dataset with 1.9M reactions from patents (1976-2016). The task is: Predict the reactants needed to synthesize the given product. Given the product [OH:2][C:3]1[CH:12]=[CH:11][C:10]2[C:5](=[CH:6][CH:7]=[C:8]([C:13]3[CH:18]=[CH:17][CH:16]=[C:15]([OH:19])[CH:14]=3)[CH:9]=2)[C:4]=1[C:21]1[CH:22]=[C:23]([CH:31]=[CH:32][CH:33]=1)[C:24]([NH:26][S:27]([CH3:30])(=[O:29])=[O:28])=[O:25], predict the reactants needed to synthesize it. The reactants are: C[O:2][C:3]1[CH:12]=[CH:11][C:10]2[C:5](=[CH:6][CH:7]=[C:8]([C:13]3[CH:18]=[CH:17][CH:16]=[C:15]([O:19]C)[CH:14]=3)[CH:9]=2)[C:4]=1[C:21]1[CH:22]=[C:23]([CH:31]=[CH:32][CH:33]=1)[C:24]([NH:26][S:27]([CH3:30])(=[O:29])=[O:28])=[O:25].Cl.[NH+]1C=CC=CC=1.Cl.